This data is from Full USPTO retrosynthesis dataset with 1.9M reactions from patents (1976-2016). The task is: Predict the reactants needed to synthesize the given product. (1) The reactants are: [C:1]([OH:10])(=[O:9])[C:2]1[C:3](=[CH:5][CH:6]=[CH:7][CH:8]=1)[NH2:4].[NH:11]1[C:15]2=[N:16][CH:17]=[CH:18][CH:19]=[C:14]2[C:13]([CH:20]=O)=[CH:12]1.C1(C)C=CC(S(O)(=O)=O)=CC=1.[BH4-].[Na+]. Given the product [NH:11]1[C:15]2=[N:16][CH:17]=[CH:18][CH:19]=[C:14]2[C:13]([CH2:20][NH:4][C:3]2[CH:5]=[CH:6][CH:7]=[CH:8][C:2]=2[C:1]([OH:10])=[O:9])=[CH:12]1, predict the reactants needed to synthesize it. (2) The reactants are: [O-:1]Cl.[Na+].[Cl:4][C:5]1[N:6]=[C:7]2[N:11]([C:12]=1[CH:13]=[O:14])[CH:10]=[CH:9][S:8]2. Given the product [Cl:4][C:5]1[N:6]=[C:7]2[N:11]([C:12]=1[C:13]([OH:1])=[O:14])[CH:10]=[CH:9][S:8]2, predict the reactants needed to synthesize it. (3) Given the product [Br:23][C:21]1[CH:20]=[CH:19][C:18]([O:24][CH2:25][C:26]2[CH:27]=[CH:28][C:29]([F:32])=[CH:30][CH:31]=2)=[C:17]([C:12]2[N:11]([C:6]3[CH:5]=[C:4]([CH:9]=[C:8]([NH2:10])[CH:7]=3)[C:3]([OH:33])=[O:2])[C:15]([CH3:16])=[CH:14][CH:13]=2)[CH:22]=1, predict the reactants needed to synthesize it. The reactants are: C[O:2][C:3](=[O:33])[C:4]1[CH:9]=[C:8]([NH2:10])[CH:7]=[C:6]([N:11]2[C:15]([CH3:16])=[CH:14][CH:13]=[C:12]2[C:17]2[CH:22]=[C:21]([Br:23])[CH:20]=[CH:19][C:18]=2[O:24][CH2:25][C:26]2[CH:31]=[CH:30][C:29]([F:32])=[CH:28][CH:27]=2)[CH:5]=1.[OH-].[Na+]. (4) Given the product [Br:17][C:18]1[CH:23]=[C:22]([O:24][CH2:25][CH:26]2[CH2:27][CH2:28]2)[CH:21]=[CH:20][C:19]=1[CH2:29][C:30]([N:14]([O:15][CH3:16])[CH3:13])=[O:32], predict the reactants needed to synthesize it. The reactants are: CCN=C=NCCCN(C)C.Cl.[CH3:13][NH:14][O:15][CH3:16].[Br:17][C:18]1[CH:23]=[C:22]([O:24][CH2:25][CH:26]2[CH2:28][CH2:27]2)[CH:21]=[CH:20][C:19]=1[CH2:29][C:30]([OH:32])=O.C1C=CC2N(O)N=NC=2C=1. (5) Given the product [Cl:1][C:2]1[CH:7]=[CH:6][CH:5]=[CH:4][C:3]=1[CH2:8][NH:9][C:10]([C:12]1[CH:16]=[CH:15][N:14]([S:24]([C:20]2[CH:21]=[CH:22][CH:23]=[C:18]([Cl:17])[CH:19]=2)(=[O:26])=[O:25])[N:13]=1)=[O:11], predict the reactants needed to synthesize it. The reactants are: [Cl:1][C:2]1[CH:7]=[CH:6][CH:5]=[CH:4][C:3]=1[CH2:8][NH:9][C:10]([C:12]1[CH:16]=[CH:15][NH:14][N:13]=1)=[O:11].[Cl:17][C:18]1[CH:19]=[C:20]([S:24](Cl)(=[O:26])=[O:25])[CH:21]=[CH:22][CH:23]=1. (6) Given the product [F:1][C:2]1[CH:9]=[C:8]([O:10][C:11]2[CH:16]=[C:15]([F:17])[CH:14]=[CH:13][C:12]=2[O:18][CH3:19])[C:7]([F:20])=[CH:6][C:3]=1[C:4]([NH2:5])=[O:22], predict the reactants needed to synthesize it. The reactants are: [F:1][C:2]1[CH:9]=[C:8]([O:10][C:11]2[CH:16]=[C:15]([F:17])[CH:14]=[CH:13][C:12]=2[O:18][CH3:19])[C:7]([F:20])=[CH:6][C:3]=1[C:4]#[N:5].C(=O)([O-])[O-:22].[K+].[K+].OO. (7) Given the product [CH3:1][O:2][C:3]([C:5]1[CH:10]=[N:9][C:8]([Br:21])=[C:7]([O:12][CH2:13][CH:14]2[CH2:16][CH2:15]2)[N:6]=1)=[O:4], predict the reactants needed to synthesize it. The reactants are: [CH3:1][O:2][C:3]([C:5]1[CH:10]=[N:9][C:8](N)=[C:7]([O:12][CH2:13][CH:14]2[CH2:16][CH2:15]2)[N:6]=1)=[O:4].C[Si]([Br:21])(C)C.N(OC(C)(C)C)=O.